From a dataset of Full USPTO retrosynthesis dataset with 1.9M reactions from patents (1976-2016). Predict the reactants needed to synthesize the given product. Given the product [F:11][C:12]([F:23])([F:24])[O:13][C:14]1[CH:19]=[CH:18][C:17]([C:2]2[CH:10]=[C:9]3[C:5]([CH:6]=[CH:7][NH:8]3)=[CH:4][CH:3]=2)=[CH:16][CH:15]=1, predict the reactants needed to synthesize it. The reactants are: Br[C:2]1[CH:10]=[C:9]2[C:5]([CH:6]=[CH:7][NH:8]2)=[CH:4][CH:3]=1.[F:11][C:12]([F:24])([F:23])[O:13][C:14]1[CH:19]=[CH:18][C:17](B(O)O)=[CH:16][CH:15]=1.C(=O)([O-])[O-].[Na+].[Na+].C1(C)C=CC=CC=1.